This data is from Catalyst prediction with 721,799 reactions and 888 catalyst types from USPTO. The task is: Predict which catalyst facilitates the given reaction. (1) Reactant: [F:1][C:2]([F:15])([F:14])[C:3]1[CH:8]=[CH:7][C:6](/[CH:9]=[CH:10]/[C@@H:11]([OH:13])[CH3:12])=[CH:5][CH:4]=1.[C:16](NCC(O)=O)([O:18][C:19]([CH3:22])([CH3:21])[CH3:20])=[O:17].Cl.C(N=C=NC[CH2:35][CH2:36]N(C)C)C.C1C=CC2N([OH:49])N=NC=2C=1.CCN(C(C)C)C(C)C. Product: [C:19]([O:18][C:16]([CH2:35][C:36]([O:13][C@H:11](/[CH:10]=[CH:9]/[C:6]1[CH:5]=[CH:4][C:3]([C:2]([F:14])([F:15])[F:1])=[CH:8][CH:7]=1)[CH3:12])=[O:49])=[O:17])([CH3:20])([CH3:21])[CH3:22]. The catalyst class is: 3. (2) Reactant: [C:1]([CH2:4][C@H:5]1[CH2:16][CH2:15][C:14]2[S:13][C:12]3[N:11]=[CH:10][N:9]=[C:8]([O:17][CH:18]4[CH2:23][CH2:22][CH:21]([N:24](C)[C:25](=O)OC(C)(C)C)[CH2:20][CH2:19]4)[C:7]=3[C:6]1=2)(=[O:3])[NH2:2].[ClH:33]. Product: [ClH:33].[CH3:25][NH:24][CH:21]1[CH2:22][CH2:23][CH:18]([O:17][C:8]2[C:7]3[C:6]4[C@@H:5]([CH2:4][C:1]([NH2:2])=[O:3])[CH2:16][CH2:15][C:14]=4[S:13][C:12]=3[N:11]=[CH:10][N:9]=2)[CH2:19][CH2:20]1. The catalyst class is: 2.